From a dataset of Reaction yield outcomes from USPTO patents with 853,638 reactions. Predict the reaction yield, written as a fraction of the theoretical maximum amount of product (1.0 means a 100% yield; for example, 0.34 means a 34% yield). The reactants are [CH2:1]([O:3][C:4]1[CH:9]=[C:8](I)[C:7]([F:11])=[CH:6][C:5]=1[O:12][CH3:13])[CH3:2].[Li]CCCC.[B:19](OC)([O:22]C)[O:20]C. The catalyst is C1COCC1. The product is [CH2:1]([O:3][C:4]1[C:5]([O:12][CH3:13])=[CH:6][C:7]([F:11])=[C:8]([B:19]([OH:22])[OH:20])[CH:9]=1)[CH3:2]. The yield is 0.800.